From a dataset of Reaction yield outcomes from USPTO patents with 853,638 reactions. Predict the reaction yield, written as a fraction of the theoretical maximum amount of product (1.0 means a 100% yield; for example, 0.34 means a 34% yield). The reactants are C([O:8][C:9]1[CH:51]=[CH:50][C:12]([CH2:13][NH:14][C:15]2([CH2:44][CH2:45][C:46]([CH3:49])([CH3:48])[CH3:47])[C:24]3[C:19](=[CH:20][CH:21]=[CH:22][CH:23]=3)[C:18]([OH:25])=[C:17]([C:26]3[NH:31][C:30]4[CH:32]=[CH:33][C:34]([NH:36][S:37]([CH3:40])(=[O:39])=[O:38])=[CH:35][C:29]=4[S:28](=[O:42])(=[O:41])[N:27]=3)[C:16]2=[O:43])=[CH:11][CH:10]=1)C1C=CC=CC=1. The catalyst is CO.[Pd]. The product is [CH3:47][C:46]([CH3:49])([CH3:48])[CH2:45][CH2:44][C:15]1([NH:14][CH2:13][C:12]2[CH:11]=[CH:10][C:9]([OH:8])=[CH:51][CH:50]=2)[C:24]2[C:19](=[CH:20][CH:21]=[CH:22][CH:23]=2)[C:18]([OH:25])=[C:17]([C:26]2[NH:31][C:30]3[CH:32]=[CH:33][C:34]([NH:36][S:37]([CH3:40])(=[O:39])=[O:38])=[CH:35][C:29]=3[S:28](=[O:42])(=[O:41])[N:27]=2)[C:16]1=[O:43]. The yield is 0.730.